From a dataset of Reaction yield outcomes from USPTO patents with 853,638 reactions. Predict the reaction yield, written as a fraction of the theoretical maximum amount of product (1.0 means a 100% yield; for example, 0.34 means a 34% yield). The reactants are [OH:1][C:2]1[CH:18]=[CH:17][C:5]([O:6][CH2:7][C:8]([NH:10][C:11]2[CH:16]=[CH:15][CH:14]=[CH:13][CH:12]=2)=O)=[CH:4][CH:3]=1.[H-].[H-].[H-].[H-].[Li+].[Al+3]. The catalyst is C1COCC1. The product is [C:11]1([NH:10][CH2:8][CH2:7][O:6][C:5]2[CH:4]=[CH:3][C:2]([OH:1])=[CH:18][CH:17]=2)[CH:12]=[CH:13][CH:14]=[CH:15][CH:16]=1. The yield is 0.140.